This data is from Forward reaction prediction with 1.9M reactions from USPTO patents (1976-2016). The task is: Predict the product of the given reaction. (1) The product is: [O:1]1[C:5]2([CH2:6][CH2:7][CH:8]([CH:11]3[NH:15][C:14](=[O:16])[CH2:13][CH2:12]3)[CH2:9][CH2:10]2)[O:4][CH2:3][CH2:2]1. Given the reactants [O:1]1[C:5]2([CH2:10][CH2:9][CH:8]([CH:11]3[NH:15][C:14](=[O:16])[CH:13]=[CH:12]3)[CH2:7][CH2:6]2)[O:4][CH2:3][CH2:2]1, predict the reaction product. (2) Given the reactants [C:1]([NH:4][CH2:5][CH2:6][CH2:7][S:8]([O:11][CH2:12][C:13]([CH3:35])([CH3:34])[CH:14]([O:26]CC1C=CC=CC=1)[C:15]([O:17][CH2:18][CH2:19][O:20][C:21]([O:23][CH2:24][CH3:25])=[O:22])=[O:16])(=[O:10])=[O:9])(=[O:3])[CH3:2], predict the reaction product. The product is: [C:1]([NH:4][CH2:5][CH2:6][CH2:7][S:8]([O:11][CH2:12][C:13]([CH3:34])([CH3:35])[CH:14]([OH:26])[C:15]([O:17][CH2:18][CH2:19][O:20][C:21]([O:23][CH2:24][CH3:25])=[O:22])=[O:16])(=[O:9])=[O:10])(=[O:3])[CH3:2].